Dataset: Full USPTO retrosynthesis dataset with 1.9M reactions from patents (1976-2016). Task: Predict the reactants needed to synthesize the given product. (1) Given the product [Br:1][C:2]1[CH:11]=[CH:10][C:9]2[NH:8][C:7](=[O:12])[C:6]3[N:13]([CH2:5][C:4]4[CH:9]=[CH:10][C:11]([O:22][CH3:21])=[CH:2][CH:3]=4)[N:14]=[CH:15][C:5]=3[C:4]=2[CH:3]=1, predict the reactants needed to synthesize it. The reactants are: [Br:1][C:2]1[CH:11]=[CH:10][C:9]2[NH:8][C:7](=[O:12])[C:6]3[NH:13][N:14]=[CH:15][C:5]=3[C:4]=2[CH:3]=1.[H-].[Na+].CN([CH:21]=[O:22])C. (2) Given the product [NH2:7][C@H:8]([CH2:9][O:10][C:11]1[CH:12]=[N:13][CH:14]=[C:15]([C:17]2[CH:18]=[C:19]3[C:24](=[C:25]([NH2:27])[N:26]=2)[CH:23]=[N:22][C:21]2[CH:28]=[C:29]([O:34][CH3:35])[C:30]([O:32][CH3:33])=[CH:31][C:20]3=2)[CH:16]=1)[CH2:36][OH:37], predict the reactants needed to synthesize it. The reactants are: C(OC(=O)[NH:7][C@@H:8]([CH2:36][OH:37])[CH2:9][O:10][C:11]1[CH:12]=[N:13][CH:14]=[C:15]([C:17]2[CH:18]=[C:19]3[C:24](=[C:25]([NH2:27])[N:26]=2)[CH:23]=[N:22][C:21]2[CH:28]=[C:29]([O:34][CH3:35])[C:30]([O:32][CH3:33])=[CH:31][C:20]3=2)[CH:16]=1)(C)(C)C.Cl. (3) Given the product [C:33]([O:18][CH2:17][CH:16]([N:15]1[CH:7]=[CH:6][C:5]2[C:10](=[CH:11][CH:12]=[CH:13][C:4]=2[N+:1]([O-:3])=[O:2])[C:9]1=[O:14])[CH2:19][O:20][C:28](=[O:22])[CH3:29])(=[O:35])[CH3:34], predict the reactants needed to synthesize it. The reactants are: [N+:1]([C:4]1[CH:13]=[CH:12][CH:11]=[C:10]2[C:5]=1[CH:6]=[CH:7]O[C:9]2=[O:14])([O-:3])=[O:2].[NH2:15][CH:16]([CH2:19][OH:20])[CH2:17][OH:18].C[OH:22].C(N([CH2:28][CH3:29])CC)C.C(Cl)Cl.[C:33](OC(=O)C)(=[O:35])[CH3:34]. (4) Given the product [NH2:26][C:20]1[C:21]([NH:25][C:34](=[O:35])[O:36][CH3:37])=[C:22]([NH2:24])[N:23]=[C:18]([N:11]2[C:12]3[C:13](=[N:14][CH:15]=[CH:16][CH:17]=3)[C:9]([S:8][C:3]3[CH:4]=[CH:5][CH:6]=[CH:7][C:2]=3[F:1])=[N:10]2)[N:19]=1, predict the reactants needed to synthesize it. The reactants are: [F:1][C:2]1[CH:7]=[CH:6][CH:5]=[CH:4][C:3]=1[S:8][C:9]1[C:13]2=[N:14][CH:15]=[CH:16][CH:17]=[C:12]2[N:11]([C:18]2[N:23]=[C:22]([NH2:24])[C:21]([NH2:25])=[C:20]([NH2:26])[N:19]=2)[N:10]=1.CN1CCCC1=O.[C:34](O[C:34]([O:36][CH3:37])=[O:35])([O:36][CH3:37])=[O:35]. (5) Given the product [F:13][C:14]([F:24])([F:25])[O:15][C:16]1[CH:21]=[CH:20][CH:19]=[CH:18][C:17]=1[CH2:22][NH:23][C:10]([C:6]1[CH:5]=[C:4]2[C:9](=[CH:8][CH:7]=1)[NH:1][CH:2]=[CH:3]2)=[O:12], predict the reactants needed to synthesize it. The reactants are: [NH:1]1[C:9]2[C:4](=[CH:5][C:6]([C:10]([OH:12])=O)=[CH:7][CH:8]=2)[CH:3]=[CH:2]1.[F:13][C:14]([F:25])([F:24])[O:15][C:16]1[CH:21]=[CH:20][CH:19]=[CH:18][C:17]=1[CH2:22][NH2:23].C(N(CC)CC)C.F[P-](F)(F)(F)(F)F.N1(O[P+](N(C)C)(N(C)C)N(C)C)C2C=CC=CC=2N=N1.C(=O)(O)[O-].[Na+].